Dataset: Peptide-MHC class II binding affinity with 134,281 pairs from IEDB. Task: Regression. Given a peptide amino acid sequence and an MHC pseudo amino acid sequence, predict their binding affinity value. This is MHC class II binding data. (1) The peptide sequence is SLPLFTGQASFDLAA. The MHC is DRB1_1501 with pseudo-sequence DRB1_1501. The binding affinity (normalized) is 0.663. (2) The peptide sequence is AFKVAATADNAAPAN. The MHC is DRB1_0901 with pseudo-sequence DRB1_0901. The binding affinity (normalized) is 0.756. (3) The peptide sequence is GFKAALAAAAGVQPADKYRT. The MHC is DRB3_0202 with pseudo-sequence DRB3_0202. The binding affinity (normalized) is 0.422. (4) The peptide sequence is PFTVRYTTEGGTKTE. The MHC is DRB5_0101 with pseudo-sequence DRB5_0101. The binding affinity (normalized) is 0.406. (5) The peptide sequence is GKTVWFVPSIKAGND. The MHC is DRB1_0901 with pseudo-sequence DRB1_0901. The binding affinity (normalized) is 0.574. (6) The peptide sequence is FDPYGATISATPESA. The MHC is DRB1_1302 with pseudo-sequence DRB1_1302. The binding affinity (normalized) is 0.0663.